Dataset: Reaction yield outcomes from USPTO patents with 853,638 reactions. Task: Predict the reaction yield, written as a fraction of the theoretical maximum amount of product (1.0 means a 100% yield; for example, 0.34 means a 34% yield). The reactants are [O:1]=[C:2]1[C:7]([CH2:8][C:9]2[CH:14]=[CH:13][C:12]([C:15]3[C:16]([C:21]#[N:22])=[CH:17][CH:18]=[CH:19][CH:20]=3)=[CH:11][CH:10]=2)=[C:6]([CH2:23][CH2:24][CH3:25])[N:5]2[N:26]=[CH:27][N:28]=[C:4]2[N:3]1[C@H:29]1[CH2:34][CH2:33][C@H:32]([O:35][CH2:36][C:37](=[O:40])[CH:38]=[CH2:39])[CH2:31][CH2:30]1.[Cl-].[Ce+3].[Cl-].[Cl-].[BH4-].[Na+].[Cl-].[NH4+]. The catalyst is CO.O1CCCC1. The product is [OH:40][CH:37]([CH:38]=[CH2:39])[CH2:36][O:35][C@H:32]1[CH2:33][CH2:34][C@H:29]([N:3]2[C:2](=[O:1])[C:7]([CH2:8][C:9]3[CH:14]=[CH:13][C:12]([C:15]4[C:16]([C:21]#[N:22])=[CH:17][CH:18]=[CH:19][CH:20]=4)=[CH:11][CH:10]=3)=[C:6]([CH2:23][CH2:24][CH3:25])[N:5]3[N:26]=[CH:27][N:28]=[C:4]23)[CH2:30][CH2:31]1. The yield is 0.160.